The task is: Predict the reactants needed to synthesize the given product.. This data is from Full USPTO retrosynthesis dataset with 1.9M reactions from patents (1976-2016). (1) Given the product [CH2:1]([S:5][C:6]1[N:10]([CH2:11][C:12]2[CH:13]=[CH:14][C:15]([C:18]3[CH:23]=[CH:22][CH:21]=[CH:20][C:19]=3[C:24]3[NH:28][N:27]=[N:26][N:25]=3)=[CH:16][CH:17]=2)[C:9]2[C:29]([C:33]([O:35][CH2:36][CH3:37])=[O:34])=[CH:30][CH:31]=[CH:32][C:8]=2[N:7]=1)[CH2:2][CH3:3], predict the reactants needed to synthesize it. The reactants are: [CH2:1](I)[CH2:2][CH3:3].[SH:5][C:6]1[N:10]([CH2:11][C:12]2[CH:17]=[CH:16][C:15]([C:18]3[CH:23]=[CH:22][CH:21]=[CH:20][C:19]=3[C:24]3[NH:28][N:27]=[N:26][N:25]=3)=[CH:14][CH:13]=2)[C:9]2[C:29]([C:33]([O:35][CH2:36][CH3:37])=[O:34])=[CH:30][CH:31]=[CH:32][C:8]=2[N:7]=1.[OH-].[Na+].Cl. (2) Given the product [CH3:1][O:2][C:3]1[CH:18]=[CH:17][C:6]([O:7][C:8]2[CH:13]=[CH:12][C:11]([CH:14]([NH2:21])[CH3:15])=[CH:10][CH:9]=2)=[CH:5][CH:4]=1, predict the reactants needed to synthesize it. The reactants are: [CH3:1][O:2][C:3]1[CH:18]=[CH:17][C:6]([O:7][C:8]2[CH:13]=[CH:12][C:11]([C:14](=O)[CH3:15])=[CH:10][CH:9]=2)=[CH:5][CH:4]=1.[H][H].[NH3:21].